From a dataset of hERG potassium channel inhibition data for cardiac toxicity prediction from Karim et al.. Regression/Classification. Given a drug SMILES string, predict its toxicity properties. Task type varies by dataset: regression for continuous values (e.g., LD50, hERG inhibition percentage) or binary classification for toxic/non-toxic outcomes (e.g., AMES mutagenicity, cardiotoxicity, hepatotoxicity). Dataset: herg_karim. (1) The molecule is CCOC(=O)[C@H](CCc1ccccc1)N[C@@H](C)C(=O)N1CCC[C@H]1C(=O)O. The result is 0 (non-blocker). (2) The compound is CC(c1nc(-c2ccc(S(C)(=O)=O)cc2Cl)no1)C([NH3+])C(=O)N1CCCC1. The result is 0 (non-blocker). (3) The drug is Cc1ccc2c(-c3nnc(SCCCN4CCc5cc6nc(C(C)C)oc6cc5CC4)n3C)cccc2n1. The result is 1 (blocker). (4) The result is 1 (blocker). The drug is Cc1nc(C)c(-c2nnc(SCCCN3CC[C@H]4C[C@@]4(c4ccc(C(F)(F)F)cc4)CC3)n2C)o1.